The task is: Predict the product of the given reaction.. This data is from Forward reaction prediction with 1.9M reactions from USPTO patents (1976-2016). (1) Given the reactants [CH2:1]([N:5]([CH2:22][C:23]1[CH:37]=[CH:36][C:26]([O:27][C:28]([CH3:35])([CH3:34])[C:29]([O:31]CC)=[O:30])=[C:25]([CH3:38])[CH:24]=1)[C:6]1[CH:11]=[CH:10][CH:9]=[C:8]([C:12]2[CH:17]=[CH:16][C:15]([C:18]([F:21])([F:20])[F:19])=[CH:14][CH:13]=2)[N:7]=1)[CH2:2][CH2:3][CH3:4].[OH-].[Na+].Cl, predict the reaction product. The product is: [CH2:1]([N:5]([CH2:22][C:23]1[CH:37]=[CH:36][C:26]([O:27][C:28]([CH3:34])([CH3:35])[C:29]([OH:31])=[O:30])=[C:25]([CH3:38])[CH:24]=1)[C:6]1[CH:11]=[CH:10][CH:9]=[C:8]([C:12]2[CH:13]=[CH:14][C:15]([C:18]([F:20])([F:19])[F:21])=[CH:16][CH:17]=2)[N:7]=1)[CH2:2][CH2:3][CH3:4]. (2) Given the reactants [CH2:1]([O:5][CH2:6][CH2:7][O:8][C:9]1[CH:14]=[CH:13][C:12]([C:15]2[CH:16]=[CH:17][C:18]3[N:24]([S:25]([CH3:28])(=[O:27])=[O:26])[CH2:23][CH2:22][C:21]([C:29](O)=[O:30])=[CH:20][C:19]=3[CH:32]=2)=[CH:11][CH:10]=1)[CH2:2][CH2:3][CH3:4].S(Cl)(Cl)=O.C[N:38]([CH:40]=O)[CH3:39].[CH2:42]1[CH2:46][O:45][CH2:44][CH2:43]1, predict the reaction product. The product is: [CH2:1]([O:5][CH2:6][CH2:7][O:8][C:9]1[CH:10]=[CH:11][C:12]([C:15]2[CH:16]=[CH:17][C:18]3[N:24]([S:25]([CH3:28])(=[O:27])=[O:26])[CH2:23][CH2:22][C:21]([C:29]([NH:24][C:23]4[CH:44]=[CH:43][C:42]([C@H:46]([OH:45])[C:39]5[CH:3]=[CH:2][CH:1]=[CH:40][N:38]=5)=[CH:21][CH:22]=4)=[O:30])=[CH:20][C:19]=3[CH:32]=2)=[CH:13][CH:14]=1)[CH2:2][CH2:3][CH3:4]. (3) Given the reactants [NH2:1][C:2]1[N:7]=[CH:6][C:5]([C:8]2[C:9](B3OC(C)(C)C(C)(C)O3)=[CH:10][C:11]3[C:12]4[C:20]([NH:21][C@H:22]([CH:27]5[CH2:29][CH2:28]5)[C:23]([F:26])([F:25])[F:24])=[N:19][CH:18]=[C:17]([C:30]([NH2:32])=[O:31])[C:13]=4[NH:14][C:15]=3[CH:16]=2)=[CH:4][N:3]=1.[OH:42]O, predict the reaction product. The product is: [NH2:1][C:2]1[N:3]=[CH:4][C:5]([C:8]2[C:9]([OH:42])=[CH:10][C:11]3[C:12]4[C:20]([NH:21][C@H:22]([CH:27]5[CH2:28][CH2:29]5)[C:23]([F:26])([F:24])[F:25])=[N:19][CH:18]=[C:17]([C:30]([NH2:32])=[O:31])[C:13]=4[NH:14][C:15]=3[CH:16]=2)=[CH:6][N:7]=1. (4) The product is: [F:14][C:15]([F:22])([F:21])[C:16]([C:2]1[CH:7]=[CH:6][N:5]=[CH:4][CH:3]=1)=[CH2:17]. Given the reactants I[C:2]1[CH:7]=[CH:6][N:5]=[CH:4][CH:3]=1.C(=O)([O-])[O-].[K+].[K+].[F:14][C:15]([F:22])([F:21])[C:16](B(O)O)=[CH2:17].[Cl-].[NH4+], predict the reaction product. (5) Given the reactants [CH2:1]([O:3][C:4]([C:6]1([C:9]2[CH:14]=[CH:13][C:12]([C:15]3[CH:20]=[CH:19][C:18]([C:21]4[O:25][N:24]=[C:23]([CH3:26])[C:22]=4[NH:27][C:28]4[CH:33]=[CH:32][CH:31]=[C:30](Br)[N:29]=4)=[CH:17][CH:16]=3)=[CH:11][CH:10]=2)[CH2:8][CH2:7]1)=[O:5])[CH3:2].CC1(C)C(C)(C)OB([C:43]2[CH:48]=[CH:47][CH:46]=[CH:45][C:44]=2[C:49]([F:52])([F:51])[F:50])O1, predict the reaction product. The product is: [CH2:1]([O:3][C:4]([C:6]1([C:9]2[CH:14]=[CH:13][C:12]([C:15]3[CH:20]=[CH:19][C:18]([C:21]4[O:25][N:24]=[C:23]([CH3:26])[C:22]=4[NH:27][C:28]4[CH:33]=[CH:32][CH:31]=[C:30]([C:43]5[CH:48]=[CH:47][CH:46]=[CH:45][C:44]=5[C:49]([F:52])([F:51])[F:50])[N:29]=4)=[CH:17][CH:16]=3)=[CH:11][CH:10]=2)[CH2:8][CH2:7]1)=[O:5])[CH3:2]. (6) Given the reactants CSC.B(F)(F)F.C[N:9]([C:14](=[O:36])[C:15]1[CH:20]=[C:19]([Cl:21])[C:18]([O:22][C:23]2[CH:28]=[C:27]([CH:29]([CH3:31])[CH3:30])[C:26]([O:32]C)=[CH:25][C:24]=2[Br:34])=[C:17]([Cl:35])[CH:16]=1)[CH2:10][C:11]([OH:13])=[O:12], predict the reaction product. The product is: [Cl:21][C:19]1[CH:20]=[C:15]([CH:16]=[C:17]([Cl:35])[C:18]=1[O:22][C:23]1[CH:28]=[C:27]([CH:29]([CH3:31])[CH3:30])[C:26]([OH:32])=[CH:25][C:24]=1[Br:34])[C:14]([NH:9][CH2:10][C:11]([OH:13])=[O:12])=[O:36].